Task: Predict the product of the given reaction.. Dataset: Forward reaction prediction with 1.9M reactions from USPTO patents (1976-2016) (1) Given the reactants [OH:1][C:2]1[C:11](=[O:12])[C:10]2[C:5](=[CH:6][C:7]([O:13][CH2:14][C:15]3[CH:20]=[CH:19][CH:18]=[CH:17][CH:16]=3)=[CH:8][CH:9]=2)[O:4][C:3]=1[C:21]1[CH:26]=[CH:25][C:24]([O:27][CH2:28][C:29]2[CH:34]=[CH:33][CH:32]=[CH:31][CH:30]=2)=[C:23]([O:35][CH2:36][C:37]2[CH:42]=[CH:41][CH:40]=[CH:39][CH:38]=2)[CH:22]=1.Br[CH2:44][CH2:45][CH2:46][Cl:47].[Cl-].C(OC1C=C(C=CC=1OCC1C=CC=CC=1)C1OC2C(C(=O)C=1)=CC=C(CCC[N+](C)(C)C)C=2)C1C=CC=CC=1, predict the reaction product. The product is: [Cl:47][CH2:46][CH2:45][CH2:44][O:1][C:2]1[C:11](=[O:12])[C:10]2[C:5](=[CH:6][C:7]([O:13][CH2:14][C:15]3[CH:16]=[CH:17][CH:18]=[CH:19][CH:20]=3)=[CH:8][CH:9]=2)[O:4][C:3]=1[C:21]1[CH:26]=[CH:25][C:24]([O:27][CH2:28][C:29]2[CH:30]=[CH:31][CH:32]=[CH:33][CH:34]=2)=[C:23]([O:35][CH2:36][C:37]2[CH:42]=[CH:41][CH:40]=[CH:39][CH:38]=2)[CH:22]=1. (2) Given the reactants [NH2:1][CH2:2][CH2:3][CH2:4][CH2:5][C:6]#[C:7][C:8]1[CH:13]=[CH:12][C:11]([CH:14]([CH3:23])[CH2:15][NH:16][S:17]([CH:20]([CH3:22])[CH3:21])(=[O:19])=[O:18])=[CH:10][CH:9]=1.CCN(CC)CC.[C:31](Cl)(=[O:35])[CH:32]([CH3:34])[CH3:33], predict the reaction product. The product is: [CH3:33][CH:32]([CH3:34])[C:31]([NH:1][CH2:2][CH2:3][CH2:4][CH2:5][C:6]#[C:7][C:8]1[CH:9]=[CH:10][C:11]([CH:14]([CH3:23])[CH2:15][NH:16][S:17]([CH:20]([CH3:22])[CH3:21])(=[O:19])=[O:18])=[CH:12][CH:13]=1)=[O:35]. (3) Given the reactants [F:1][C:2]1[C:7]([CH:8]([OH:24])[CH2:9][C:10]2[CH:11]=[N:12][CH:13]=[CH:14][C:15]=2[NH:16]C(=O)OC(C)(C)C)=[CH:6][CH:5]=[CH:4][N:3]=1, predict the reaction product. The product is: [NH2:16][C:15]1[CH:14]=[CH:13][N:12]=[CH:11][C:10]=1[CH2:9][CH:8]([C:7]1[C:2]([F:1])=[N:3][CH:4]=[CH:5][CH:6]=1)[OH:24]. (4) Given the reactants [OH:1][C:2]1[CH:7]=[CH:6][C:5]([N:8]2[C:13](=[O:14])[C:12]([CH2:15][C:16]3[CH:21]=[CH:20][C:19]([C:22]4[C:23]([C:28]#[N:29])=[CH:24][CH:25]=[CH:26][CH:27]=4)=[CH:18][CH:17]=3)=[C:11]([CH2:30][CH2:31][CH3:32])[N:10]=[C:9]2[CH3:33])=[CH:4][CH:3]=1.[Si](O[CH:42]1[CH2:48][CH2:47][CH2:46][CH:45]([OH:49])[CH2:44][CH2:43]1)(C(C)(C)C)(C)C.C1(P(C2C=CC=CC=2)C2C=CC=CC=2)C=CC=CC=1.[N:70]([C:71]([O:73]C(C)C)=[O:72])=[N:70][C:71]([O:73]C(C)C)=[O:72], predict the reaction product. The product is: [OH:49][CH:45]1[CH2:44][CH2:43][CH2:42][CH:48]([O:1][C:2]2[CH:3]=[CH:4][C:5]([N:8]3[C:13](=[O:14])[C:12]([CH2:15][C:16]4[CH:21]=[CH:20][C:19]([C:22]5[CH:27]=[CH:26][CH:25]=[CH:24][C:23]=5[C:28]5[NH:70][C:71](=[O:72])[O:73][N:29]=5)=[CH:18][CH:17]=4)=[C:11]([CH2:30][CH2:31][CH3:32])[N:10]=[C:9]3[CH3:33])=[CH:6][CH:7]=2)[CH2:47][CH2:46]1. (5) Given the reactants [CH3:1][O:2][C:3]1[CH:8]=[CH:7][C:6]([OH:9])=[CH:5][CH:4]=1.C1(P(C2C=CC=CC=2)C2C=CC=CC=2)C=CC=CC=1.[CH3:29][C@@H:30](O)[CH2:31][C@H:32]([OH:34])[CH3:33].C(OC(N=NC(OC(C)C)=O)=O)(C)C.C1(C)C=CC=CC=1, predict the reaction product. The product is: [CH3:1][O:2][C:3]1[CH:8]=[CH:7][C:6]([O:9][C@@H:30]([CH3:29])[CH2:31][C@H:32]([OH:34])[CH3:33])=[CH:5][CH:4]=1. (6) Given the reactants Cl.C(O[C:5](=[NH:12])[C:6]1[CH:11]=[CH:10][CH:9]=[CH:8][CH:7]=1)C.Cl.[CH2:14]([O:16][C:17](=[O:22])[C@H:18]([CH2:20][SH:21])N)[CH3:15].C(N(CC)CC)C.O, predict the reaction product. The product is: [C:6]1([C:5]2[S:21][CH2:20][CH:18]([C:17]([O:16][CH2:14][CH3:15])=[O:22])[N:12]=2)[CH:7]=[CH:8][CH:9]=[CH:10][CH:11]=1. (7) Given the reactants [NH:1]1[CH2:6][CH2:5][CH:4]([C:7]([OH:9])=[O:8])[CH2:3][CH2:2]1.[OH-].[Na+].Cl[C:13]([O:15][CH2:16][C:17]1[CH:22]=[CH:21][CH:20]=[CH:19][CH:18]=1)=[O:14].Cl, predict the reaction product. The product is: [CH2:16]([O:15][C:13]([N:1]1[CH2:6][CH2:5][CH:4]([C:7]([OH:9])=[O:8])[CH2:3][CH2:2]1)=[O:14])[C:17]1[CH:22]=[CH:21][CH:20]=[CH:19][CH:18]=1. (8) Given the reactants [CH3:1][Li].[Cl:3][C:4]1[CH:5]=[C:6]([CH:10]([C:28]2[CH:33]=[CH:32][C:31]([Cl:34])=[CH:30][CH:29]=2)[N:11]2[CH2:14][CH:13]([CH:15]([C:20]3[CH:25]=[C:24]([F:26])[CH:23]=[C:22]([F:27])[CH:21]=3)C(OC)=O)[CH2:12]2)[CH:7]=[CH:8][CH:9]=1.CC[O:37][CH2:38][CH3:39], predict the reaction product. The product is: [Cl:3][C:4]1[CH:5]=[C:6]([CH:10]([C:28]2[CH:29]=[CH:30][C:31]([Cl:34])=[CH:32][CH:33]=2)[N:11]2[CH2:14][CH:13]([CH:15]([C:20]3[CH:25]=[C:24]([F:26])[CH:23]=[C:22]([F:27])[CH:21]=3)[C:38]([CH3:39])([OH:37])[CH3:1])[CH2:12]2)[CH:7]=[CH:8][CH:9]=1. (9) Given the reactants [OH-].[Na+].[Br:3][C:4]1[CH:9]=[CH:8][C:7]([CH:10]([CH:16]2[CH2:20][CH2:19][CH2:18][CH2:17]2)[C:11]([O:13]CC)=[O:12])=[CH:6][CH:5]=1.O.Cl, predict the reaction product. The product is: [Br:3][C:4]1[CH:5]=[CH:6][C:7]([CH:10]([CH:16]2[CH2:20][CH2:19][CH2:18][CH2:17]2)[C:11]([OH:13])=[O:12])=[CH:8][CH:9]=1. (10) Given the reactants C(OC([C:8]1([NH2:14])[CH2:13][CH2:12][NH:11][CH2:10][CH2:9]1)=O)(C)(C)C.CCN(C(C)C)C(C)C.[C:24](Cl)(=[O:26])[CH3:25].FC(F)(F)C(O)=O, predict the reaction product. The product is: [NH2:14][CH:8]1[CH2:9][CH2:10][N:11]([C:24](=[O:26])[CH3:25])[CH2:12][CH2:13]1.